From a dataset of Forward reaction prediction with 1.9M reactions from USPTO patents (1976-2016). Predict the product of the given reaction. Given the reactants [C:1]([C@@H:3]1[CH2:7][CH2:6][CH2:5][N:4]1[C:8]([O:10]C(C)(C)C)=O)#[N:2].[CH2:15]([C:23]1[CH:31]=[CH:30][C:26](C(O)=O)=[CH:25][CH:24]=1)[CH2:16][CH2:17][CH2:18][CH2:19][CH2:20][CH2:21][CH3:22].C1CN([P+](ON2N=NC3C=CC=CC2=3)(N2CCCC2)N2CCCC2)CC1.F[P-](F)(F)(F)(F)F.C(N(CC)C(C)C)(C)C, predict the reaction product. The product is: [CH2:15]([C:23]1[CH:24]=[CH:25][C:26]([C:8]([N:4]2[CH2:5][CH2:6][CH2:7][C@H:3]2[C:1]#[N:2])=[O:10])=[CH:30][CH:31]=1)[CH2:16][CH2:17][CH2:18][CH2:19][CH2:20][CH2:21][CH3:22].